Dataset: Forward reaction prediction with 1.9M reactions from USPTO patents (1976-2016). Task: Predict the product of the given reaction. (1) Given the reactants FC(F)(F)S(O[C:7]1[C:8]2[CH2:28][N:27]([C:29](=[O:31])[CH3:30])[CH2:26][CH2:25][C:9]=2[N:10]=[C:11]([NH:13][C:14]2[CH:19]=[CH:18][C:17]([C:20]3[O:24][CH:23]=[N:22][CH:21]=3)=[CH:16][CH:15]=2)[N:12]=1)(=O)=O.[CH3:34][NH:35][CH2:36][CH:37]([C:39]1[CH:44]=[CH:43][CH:42]=[CH:41][CH:40]=1)[OH:38], predict the reaction product. The product is: [OH:38][CH:37]([C:39]1[CH:44]=[CH:43][CH:42]=[CH:41][CH:40]=1)[CH2:36][N:35]([CH3:34])[C:7]1[C:8]2[CH2:28][N:27]([C:29](=[O:31])[CH3:30])[CH2:26][CH2:25][C:9]=2[N:10]=[C:11]([NH:13][C:14]2[CH:15]=[CH:16][C:17]([C:20]3[O:24][CH:23]=[N:22][CH:21]=3)=[CH:18][CH:19]=2)[N:12]=1. (2) The product is: [F:29][C:4]([F:3])([F:28])[O:5][C:6]1[CH:7]=[CH:8][C:9]([C:12]2[CH:13]=[C:14]([C:17]([NH:19][CH:20]([CH3:27])[CH2:21][C:22]([OH:24])=[O:23])=[O:18])[S:15][CH:16]=2)=[CH:10][CH:11]=1. Given the reactants [OH-].[Li+].[F:3][C:4]([F:29])([F:28])[O:5][C:6]1[CH:11]=[CH:10][C:9]([C:12]2[CH:13]=[C:14]([C:17]([NH:19][CH:20]([CH3:27])[CH2:21][C:22]([O:24]CC)=[O:23])=[O:18])[S:15][CH:16]=2)=[CH:8][CH:7]=1, predict the reaction product. (3) Given the reactants [Cl:1][C:2]1[CH:3]=[CH:4][C:5]2[N:11]3[CH:12]=[CH:13][CH:14]=[C:10]3[C@@H:9]([CH2:15][CH2:16][N:17]3[N:21]=[N:20][C:19]([CH2:22][C:23]([O:25][CH2:26][CH3:27])=[O:24])=[N:18]3)[O:8][C@H:7]([C:28]3[CH:33]=[CH:32][CH:31]=[C:30]([O:34][CH3:35])[C:29]=3[O:36][CH3:37])[C:6]=2[CH:38]=1.[Cl:39]N1C(=O)CCC1=O.O, predict the reaction product. The product is: [Cl:39][C:12]1[N:11]2[C:5]3[CH:4]=[CH:3][C:2]([Cl:1])=[CH:38][C:6]=3[C@@H:7]([C:28]3[CH:33]=[CH:32][CH:31]=[C:30]([O:34][CH3:35])[C:29]=3[O:36][CH3:37])[O:8][C@H:9]([CH2:15][CH2:16][N:17]3[N:21]=[N:20][C:19]([CH2:22][C:23]([O:25][CH2:26][CH3:27])=[O:24])=[N:18]3)[C:10]2=[CH:14][CH:13]=1. (4) Given the reactants C([O:3][C:4]([C:6]1([CH:14]=[CH2:15])[CH2:11][O:10][C:9]([CH3:13])([CH3:12])[O:8][CH2:7]1)=[O:5])C.O.[OH-].[Li+].CO, predict the reaction product. The product is: [CH3:12][C:9]1([CH3:13])[O:10][CH2:11][C:6]([CH:14]=[CH2:15])([C:4]([OH:5])=[O:3])[CH2:7][O:8]1. (5) The product is: [C:17]([N:20]1[CH2:21][CH2:22][CH:23]([C:26]([N:28]2[CH2:33][CH2:32][C@@H:31]([N:34]([CH3:35])[C:8]([C:7]3[S:6][C:5]([C:11]4[CH:16]=[CH:15][CH:14]=[CH:13][CH:12]=4)=[N:4][C:3]=3[O:2][CH3:1])=[O:10])[C@H:30]([C:36]3[CH:41]=[CH:40][C:39]([Cl:42])=[C:38]([Cl:43])[CH:37]=3)[CH2:29]2)=[O:27])[CH2:24][CH2:25]1)(=[O:19])[CH3:18]. Given the reactants [CH3:1][O:2][C:3]1[N:4]=[C:5]([C:11]2[CH:16]=[CH:15][CH:14]=[CH:13][CH:12]=2)[S:6][C:7]=1[C:8]([OH:10])=O.[C:17]([N:20]1[CH2:25][CH2:24][CH:23]([C:26]([N:28]2[CH2:33][CH2:32][C@@H:31]([NH:34][CH3:35])[C@H:30]([C:36]3[CH:41]=[CH:40][C:39]([Cl:42])=[C:38]([Cl:43])[CH:37]=3)[CH2:29]2)=[O:27])[CH2:22][CH2:21]1)(=[O:19])[CH3:18], predict the reaction product. (6) Given the reactants [CH:1]1([C:4]2[C:11](B3OC(C)(C)C(C)(C)O3)=[CH:10][C:7]([C:8]#[N:9])=[C:6]([N:21]3[CH2:26][CH2:25][N:24]([C:27](=[O:32])[CH2:28][CH2:29][O:30][CH3:31])[C@H:23]([CH3:33])[CH2:22]3)[N:5]=2)[CH2:3][CH2:2]1.Br[C:35]1[CH:40]=[CH:39][N:38]=[C:37]([OH:41])[CH:36]=1.[F-].[Cs+], predict the reaction product. The product is: [CH:1]1([C:4]2[C:11]([C:35]3[CH:40]=[CH:39][N:38]=[C:37]([OH:41])[CH:36]=3)=[CH:10][C:7]([C:8]#[N:9])=[C:6]([N:21]3[CH2:26][CH2:25][N:24]([C:27](=[O:32])[CH2:28][CH2:29][O:30][CH3:31])[C@H:23]([CH3:33])[CH2:22]3)[N:5]=2)[CH2:3][CH2:2]1. (7) The product is: [Cl:1][C:2]1[CH:10]=[C:9]2[C:5]([C:6]([C:11]([OH:29])=[O:12])=[CH:7][NH:8]2)=[CH:4][C:3]=1[C:13]1[CH:14]=[CH:15][C:16]([CH:19]2[CH2:23][CH2:22][N:21]([S:24]([CH3:27])(=[O:26])=[O:25])[CH2:20]2)=[CH:17][CH:18]=1. Given the reactants [Cl:1][C:2]1[CH:10]=[C:9]2[C:5]([C:6]([CH:11]=[O:12])=[CH:7][NH:8]2)=[CH:4][C:3]=1[C:13]1[CH:18]=[CH:17][C:16]([CH:19]2[CH2:23][CH2:22][N:21]([S:24]([CH3:27])(=[O:26])=[O:25])[CH2:20]2)=[CH:15][CH:14]=1.Cl([O-])=[O:29].[Na+].O.O.OP([O-])(O)=O.[Na+], predict the reaction product. (8) Given the reactants [C:1](#[N:5])[CH2:2][C:3]#[N:4].Br[CH2:7][C:8]([C:10]1[CH:15]=[CH:14][CH:13]=[CH:12][CH:11]=1)=[O:9].[OH-].[Na+], predict the reaction product. The product is: [O:9]=[C:8]([C:10]1[CH:15]=[CH:14][CH:13]=[CH:12][CH:11]=1)[CH2:7][CH:2]([C:1]#[N:5])[C:3]#[N:4]. (9) Given the reactants [F:1][C:2]([F:20])([F:19])[C:3]([NH:5][C:6]1([CH2:16][CH:17]=O)[CH2:15][CH2:14][C:9]2([O:13][CH2:12][CH2:11][O:10]2)[CH2:8][CH2:7]1)=[O:4].[Cl:21][C:22]1[CH:27]=[CH:26][C:25]([C@@H:28]([NH2:30])[CH3:29])=[CH:24][CH:23]=1, predict the reaction product. The product is: [Cl:21][C:22]1[CH:27]=[CH:26][C:25]([C@@H:28]([NH:30][CH2:17][CH2:16][C:6]2([NH:5][C:3](=[O:4])[C:2]([F:19])([F:20])[F:1])[CH2:15][CH2:14][C:9]3([O:13][CH2:12][CH2:11][O:10]3)[CH2:8][CH2:7]2)[CH3:29])=[CH:24][CH:23]=1. (10) Given the reactants [NH2:1][C:2]1[CH:3]=[CH:4][C:5]([Br:11])=[C:6]([CH:10]=1)[C:7]([OH:9])=[O:8].S(=O)(=O)(O)O.[CH3:17]O, predict the reaction product. The product is: [NH2:1][C:2]1[CH:3]=[CH:4][C:5]([Br:11])=[C:6]([CH:10]=1)[C:7]([O:9][CH3:17])=[O:8].